From a dataset of Forward reaction prediction with 1.9M reactions from USPTO patents (1976-2016). Predict the product of the given reaction. (1) Given the reactants [Cl:1][C:2]1[CH:10]=[C:9]2[C:5]([C:6]([C:20]#[N:21])=[C:7]([C:12]3[CH:13]=[N:14][CH:15]=[C:16]([CH:18]=O)[CH:17]=3)[N:8]2[CH3:11])=[CH:4][CH:3]=1.[NH2:22][CH2:23][CH2:24][OH:25], predict the reaction product. The product is: [Cl:1][C:2]1[CH:10]=[C:9]2[C:5]([C:6]([C:20]#[N:21])=[C:7]([C:12]3[CH:13]=[N:14][CH:15]=[C:16]([CH2:18][NH:22][CH2:23][CH2:24][OH:25])[CH:17]=3)[N:8]2[CH3:11])=[CH:4][CH:3]=1. (2) Given the reactants Cl[CH2:2][C:3](=[O:19])[C:4](=[CH:9][C:10]1[CH:15]=[CH:14][C:13]([CH3:16])=[C:12]([F:17])[C:11]=1[F:18])[C:5]([O:7][CH3:8])=[O:6].[S-2:20].[Na+].[Na+], predict the reaction product. The product is: [F:18][C:11]1[C:12]([F:17])=[C:13]([CH3:16])[CH:14]=[CH:15][C:10]=1[CH:9]1[CH:4]([C:5]([O:7][CH3:8])=[O:6])[C:3](=[O:19])[CH2:2][S:20]1.